This data is from Forward reaction prediction with 1.9M reactions from USPTO patents (1976-2016). The task is: Predict the product of the given reaction. (1) Given the reactants F[C:2]1[CH:3]=[N:4][C:5]2[C:10]([N:11]=1)=[C:9]([C:12]1[NH:20][C:19]3[CH2:18][CH2:17][NH:16][C:15](=[O:21])[C:14]=3[CH:13]=1)[CH:8]=[CH:7][CH:6]=2.[CH3:22][C:23]1([CH3:36])[NH:28][CH2:27][CH2:26][N:25]([C:29]([O:31][C:32]([CH3:35])([CH3:34])[CH3:33])=[O:30])[CH2:24]1, predict the reaction product. The product is: [CH3:22][C:23]1([CH3:36])[N:28]([C:2]2[CH:3]=[N:4][C:5]3[C:10](=[C:9]([C:12]4[NH:20][C:19]5[CH2:18][CH2:17][NH:16][C:15](=[O:21])[C:14]=5[CH:13]=4)[CH:8]=[CH:7][CH:6]=3)[N:11]=2)[CH2:27][CH2:26][N:25]([C:29]([O:31][C:32]([CH3:35])([CH3:34])[CH3:33])=[O:30])[CH2:24]1. (2) Given the reactants CC1(C)C(C)(C)OB([C:9]2[CH:32]=[CH:31][C:12]3[N:13]=[C:14]([NH:16][C:17]4[CH:22]=[CH:21][N:20]=[C:19]([NH:23][C@H:24]5[CH2:29][CH2:28][C@H:27]([OH:30])[CH2:26][CH2:25]5)[N:18]=4)[S:15][C:11]=3[CH:10]=2)O1.Br[C:35]1[CH:36]=[C:37]([O:41][CH2:42][CH2:43][OH:44])[CH:38]=[N:39][CH:40]=1.C(=O)([O-])[O-].[Cs+].[Cs+].FC(F)(F)C(O)=O, predict the reaction product. The product is: [OH:44][CH2:43][CH2:42][O:41][C:37]1[CH:36]=[C:35]([C:9]2[CH:32]=[CH:31][C:12]3[N:13]=[C:14]([NH:16][C:17]4[CH:22]=[CH:21][N:20]=[C:19]([NH:23][C@H:24]5[CH2:25][CH2:26][C@H:27]([OH:30])[CH2:28][CH2:29]5)[N:18]=4)[S:15][C:11]=3[CH:10]=2)[CH:40]=[N:39][CH:38]=1. (3) Given the reactants [CH:1]([NH:4][CH2:5][C:6]1[CH:21]=[CH:20][CH:19]=[CH:18][C:7]=1[O:8][CH2:9][CH2:10][CH2:11][CH2:12][CH2:13][C:14]([O:16]C)=[O:15])([CH3:3])[CH3:2].[Cl:22][C:23]1[CH:31]=[CH:30][C:26]([C:27](O)=[O:28])=[CH:25][CH:24]=1, predict the reaction product. The product is: [Cl:22][C:23]1[CH:31]=[CH:30][C:26]([C:27]([N:4]([CH2:5][C:6]2[CH:21]=[CH:20][CH:19]=[CH:18][C:7]=2[O:8][CH2:9][CH2:10][CH2:11][CH2:12][CH2:13][C:14]([OH:16])=[O:15])[CH:1]([CH3:3])[CH3:2])=[O:28])=[CH:25][CH:24]=1. (4) Given the reactants [Cl:1][C:2]1[N:3]=[C:4]([N:14]2[CH2:19][CH2:18][O:17][CH2:16][CH2:15]2)[C:5]2[S:10][C:9]([CH2:11][NH:12][CH3:13])=[CH:8][C:6]=2[N:7]=1.[CH2:20]([N:22]1[CH2:27][CH2:26][C:25](=O)[CH2:24][CH2:23]1)[CH3:21], predict the reaction product. The product is: [Cl:1][C:2]1[N:3]=[C:4]([N:14]2[CH2:19][CH2:18][O:17][CH2:16][CH2:15]2)[C:5]2[S:10][C:9]([CH2:11][N:12]([CH:25]3[CH2:26][CH2:27][N:22]([CH2:20][CH3:21])[CH2:23][CH2:24]3)[CH3:13])=[CH:8][C:6]=2[N:7]=1. (5) Given the reactants [CH3:1][C:2]1([CH3:12])[CH2:7][CH2:6][CH2:5][C@H:4]([CH3:8])[CH:3]1[C@H:9]([OH:11])[CH3:10].[H][H], predict the reaction product. The product is: [CH3:10][C:9]([C@@H:3]1[C@@H:4]([CH3:8])[CH2:5][CH2:6][CH2:7][C:2]1([CH3:1])[CH3:12])=[O:11]. (6) Given the reactants C[Si]([N-:5][Si](C)(C)C)(C)C.[Li+].Cl[C:12]1[CH:17]=[C:16]([C:18]2[C:26]3[O:25][CH:24]=[CH:23][C:22]=3[C:21]([F:27])=[CH:20][CH:19]=2)[C:15]([F:28])=[CH:14][N:13]=1.O.[Cl-].[Na+], predict the reaction product. The product is: [F:28][C:15]1[C:16]([C:18]2[C:26]3[O:25][CH:24]=[CH:23][C:22]=3[C:21]([F:27])=[CH:20][CH:19]=2)=[CH:17][C:12]([NH2:5])=[N:13][CH:14]=1. (7) Given the reactants [CH3:1][C:2]([O:4][C:5]1[CH:6]=[CH:7][CH:8]=[C:9]2[C:26](=[O:27])[C:14]3[CH:15]=[C:16]([C:23]([OH:25])=[O:24])[CH:17]=[C:18]([O:19][C:20]([CH3:22])=[O:21])[C:13]=3[C:11](=[O:12])[C:10]=12)=[O:3].O.C(N(CC)CC)C.C(OCC)(=O)CCCCC.[K:46], predict the reaction product. The product is: [K:46].[CH3:1][C:2]([O:4][C:5]1[CH:6]=[CH:7][CH:8]=[C:9]2[C:26](=[O:27])[C:14]3[CH:15]=[C:16]([C:23]([OH:25])=[O:24])[CH:17]=[C:18]([O:19][C:20]([CH3:22])=[O:21])[C:13]=3[C:11](=[O:12])[C:10]=12)=[O:3]. (8) Given the reactants [CH3:1][N:2]1[C:6]([C:7]([O:9][CH3:10])=[O:8])=[CH:5][C:4]([N+:11]([O-])=O)=[N:3]1.[H][H], predict the reaction product. The product is: [NH2:11][C:4]1[CH:5]=[C:6]([C:7]([O:9][CH3:10])=[O:8])[N:2]([CH3:1])[N:3]=1. (9) The product is: [Cl:1][C:2]1[CH:11]=[C:10]2[C:5]([C:6]([N:12]3[CH2:17][CH2:16][N:15]([C:18](=[O:25])/[CH:19]=[CH:20]/[CH2:21][N:22]([CH3:24])[CH3:23])[CH:14]([C:26]#[N:28])[CH2:13]3)=[N:7][CH:8]=[N:9]2)=[CH:4][C:3]=1[C:29]1[CH:30]=[CH:31][C:32]([Cl:35])=[CH:33][CH:34]=1. Given the reactants [Cl:1][C:2]1[CH:11]=[C:10]2[C:5]([C:6]([N:12]3[CH2:17][CH2:16][N:15]([C:18](=[O:25])/[CH:19]=[CH:20]/[CH2:21][N:22]([CH3:24])[CH3:23])[CH:14]([C:26]([NH2:28])=O)[CH2:13]3)=[N:7][CH:8]=[N:9]2)=[CH:4][C:3]=1[C:29]1[CH:34]=[CH:33][C:32]([Cl:35])=[CH:31][CH:30]=1.CCN(CC)CC.C(OC(C(F)(F)F)=O)(C(F)(F)F)=O, predict the reaction product.